Dataset: Catalyst prediction with 721,799 reactions and 888 catalyst types from USPTO. Task: Predict which catalyst facilitates the given reaction. (1) Reactant: [F:1][C:2]1[CH:3]=[C:4]([C@@H:10]2[CH2:15][O:14][CH2:13][C@@H:12]3[CH:16]=[CH:17][CH2:18][C:19](=[O:20])[N:11]23)[CH:5]=[C:6]([F:9])[C:7]=1[F:8].[H][H]. Product: [F:1][C:2]1[CH:3]=[C:4]([C@@H:10]2[CH2:15][O:14][CH2:13][C@@H:12]3[CH2:16][CH2:17][CH2:18][C:19](=[O:20])[N:11]23)[CH:5]=[C:6]([F:9])[C:7]=1[F:8]. The catalyst class is: 663. (2) Reactant: C[O:2][C:3](=[O:39])[CH2:4][C:5]1[CH:10]=[CH:9][CH:8]=[C:7]([O:11][CH2:12][CH2:13][CH2:14][N:15]([CH2:25][CH:26]([C:33]2[CH:38]=[CH:37][CH:36]=[CH:35][CH:34]=2)[C:27]2[CH:32]=[CH:31][CH:30]=[CH:29][CH:28]=2)[CH2:16][C:17]2[CH:22]=[CH:21][CH:20]=[C:19]([O:23][CH3:24])[CH:18]=2)[CH:6]=1.[OH-].[Na+]. Product: [C:27]1([CH:26]([C:33]2[CH:34]=[CH:35][CH:36]=[CH:37][CH:38]=2)[CH2:25][N:15]([CH2:16][C:17]2[CH:22]=[CH:21][CH:20]=[C:19]([O:23][CH3:24])[CH:18]=2)[CH2:14][CH2:13][CH2:12][O:11][C:7]2[CH:6]=[C:5]([CH2:4][C:3]([OH:39])=[O:2])[CH:10]=[CH:9][CH:8]=2)[CH:28]=[CH:29][CH:30]=[CH:31][CH:32]=1. The catalyst class is: 5. (3) Reactant: [Cl:1][C:2]1[CH:12]=[CH:11][CH:10]=[C:9]([CH3:13])[C:3]=1[C:4]([N:6]=[C:7]=[O:8])=[O:5].[CH3:14][O:15][C:16]1[CH:17]=[C:18]([NH:26][NH:27][C:28]([O:30][C:31]([CH3:34])([CH3:33])[CH3:32])=[O:29])[CH:19]=[CH:20][C:21]=1[C:22]([O:24][CH3:25])=[O:23]. Product: [Cl:1][C:2]1[CH:12]=[CH:11][CH:10]=[C:9]([CH3:13])[C:3]=1[C:4]([NH:6][C:7]([N:26]([C:18]1[CH:19]=[CH:20][C:21]([C:22]([O:24][CH3:25])=[O:23])=[C:16]([O:15][CH3:14])[CH:17]=1)[NH:27][C:28]([O:30][C:31]([CH3:34])([CH3:33])[CH3:32])=[O:29])=[O:8])=[O:5]. The catalyst class is: 2. (4) Reactant: [CH:1]1[C:6]([CH:7]=O)=[CH:5][C:4]2[O:9][CH2:10][O:11][C:3]=2[CH:2]=1.Cl.[NH2:13][OH:14].O. Product: [OH:14][N:13]=[CH:7][C:6]1[CH:1]=[CH:2][C:3]2[O:11][CH2:10][O:9][C:4]=2[CH:5]=1. The catalyst class is: 5. (5) Reactant: [CH3:1][N:2]1[CH:6]=[CH:5][C:4]([NH2:7])=[N:3]1.[CH3:8][C:9](=O)[CH2:10][CH2:11][C:12](=O)[CH3:13].C1(C)C=CC(S(O)(=O)=O)=CC=1.O. Product: [CH3:13][C:12]1[N:7]([C:4]2[CH:5]=[CH:6][N:2]([CH3:1])[N:3]=2)[C:9]([CH3:8])=[CH:10][CH:11]=1. The catalyst class is: 308. (6) Reactant: C1CCN2C(=NCCC2)CC1.C1(P([N:26]=[N+:27]=[N-:28])(C2C=CC=CC=2)=O)C=CC=CC=1.[CH2:29]([O:36][C:37]1[CH:44]=[CH:43][C:42]([C:45]([F:48])([F:47])[F:46])=[CH:41][C:38]=1[CH2:39]O)[C:30]1[CH:35]=[CH:34][CH:33]=[CH:32][CH:31]=1.O. Product: [CH2:29]([O:36][C:37]1[CH:44]=[CH:43][C:42]([C:45]([F:48])([F:47])[F:46])=[CH:41][C:38]=1[CH2:39][N:26]=[N+:27]=[N-:28])[C:30]1[CH:35]=[CH:34][CH:33]=[CH:32][CH:31]=1. The catalyst class is: 11. (7) Reactant: S(=O)(O)[O-].[Na+].[Cl:6][C:7]1[CH:14]=[CH:13][CH:12]=[CH:11][C:8]=1[CH:9]=O.[S:15]1[C:23]2[CH2:22][CH2:21][NH:20][CH2:19][C:18]=2[CH:17]=[CH:16]1.[C-:24]#[N:25].[Na+]. Product: [Cl:6][C:7]1[CH:14]=[CH:13][CH:12]=[CH:11][C:8]=1[CH:9]([N:20]1[CH2:21][CH2:22][C:23]2[S:15][CH:16]=[CH:17][C:18]=2[CH2:19]1)[C:24]#[N:25]. The catalyst class is: 6. (8) Reactant: C(=O)([O-])[O-].[Cs+].[Cs+].[NH2:7][C:8]1[CH:9]=[C:10]([OH:14])[CH:11]=[CH:12][CH:13]=1.Cl[C:16]1[C:25]2[C:20](=[CH:21][C:22]([O:28][CH2:29][CH3:30])=[C:23]([O:26][CH3:27])[CH:24]=2)[N:19]=[CH:18][N:17]=1. Product: [CH2:29]([O:28][C:22]1[CH:21]=[C:20]2[C:25]([C:16]([O:14][C:10]3[CH:9]=[C:8]([CH:13]=[CH:12][CH:11]=3)[NH2:7])=[N:17][CH:18]=[N:19]2)=[CH:24][C:23]=1[O:26][CH3:27])[CH3:30]. The catalyst class is: 1.